Predict the product of the given reaction. From a dataset of Forward reaction prediction with 1.9M reactions from USPTO patents (1976-2016). (1) Given the reactants [Cl:1][C:2]1[CH:7]=[C:6]([Cl:8])[CH:5]=[CH:4][C:3]=1[CH2:9][C:10]([C:12]1[CH:13]=[CH:14][C:15](=[O:18])[NH:16][CH:17]=1)=[O:11].[C:19](OC(=O)C)(=O)C, predict the reaction product. The product is: [Cl:1][C:2]1[CH:7]=[C:6]([Cl:8])[CH:5]=[CH:4][C:3]=1[C:9](=[CH2:19])[C:10]([C:12]1[CH:13]=[CH:14][C:15](=[O:18])[NH:16][CH:17]=1)=[O:11]. (2) Given the reactants [CH3:1][NH:2][C:3]([C@@:5]1(N2C=NC3C2=NC(Cl)=NC=3Cl)[C@@H:12]2[C@@H:8]([O:9][C:10]([CH3:14])([CH3:13])[O:11]2)[CH2:7][S:6]1)=[O:4].Cl.IC1C=C(C=CC=1)CN.C(N(CC)CC)C, predict the reaction product. The product is: [CH3:1][NH:2][C:3]([CH:5]1[CH:12]2[CH:8]([O:9][C:10]([CH3:14])([CH3:13])[O:11]2)[CH2:7][S:6]1)=[O:4]. (3) The product is: [C:1]1([C@@H:7]2[CH2:9][C@H:8]2[CH2:10][OH:11])[CH:6]=[CH:5][CH:4]=[CH:3][CH:2]=1. Given the reactants [C:1]1([C@@H:7]2[CH2:9][C@H:8]2[C:10](O)=[O:11])[CH:6]=[CH:5][CH:4]=[CH:3][CH:2]=1.C(N(CC)CC)C.ClC(OCC(C)C)=O.[BH4-].[Na+], predict the reaction product. (4) The product is: [ClH:1].[Cl:1][C:2]1[CH:3]=[C:4]2[C:8](=[CH:9][CH:10]=1)[NH:7][C:6]([S:11]([N:14]1[CH2:19][CH2:18][N:17]([C:30]([C:28]3[S:27][C:24]4[CH2:25][NH:26][CH:21]([CH3:20])[CH2:22][C:23]=4[N:29]=3)=[O:31])[CH2:16][CH2:15]1)(=[O:13])=[O:12])=[CH:5]2. Given the reactants [Cl:1][C:2]1[CH:3]=[C:4]2[C:8](=[CH:9][CH:10]=1)[NH:7][C:6]([S:11]([N:14]1[CH2:19][CH2:18][NH:17][CH2:16][CH2:15]1)(=[O:13])=[O:12])=[CH:5]2.[CH3:20][CH:21]1[NH:26][CH2:25][C:24]2[S:27][C:28]([C:30]([O-])=[O:31])=[N:29][C:23]=2[CH2:22]1.[Li+], predict the reaction product. (5) Given the reactants S(=O)(O)[O-].[Na+].[Br:6][C:7]1[CH:8]=[C:9]([CH:12]=[CH:13][C:14]=1[F:15])[CH:10]=[O:11].[C-:16]#[N:17].[Na+], predict the reaction product. The product is: [Br:6][C:7]1[CH:8]=[C:9]([CH:10]([C:16]#[N:17])[OH:11])[CH:12]=[CH:13][C:14]=1[F:15]. (6) Given the reactants [H-].[Al+3].[Li+].[H-].[H-].[H-].C(O[C:12]([N:14]1[CH2:19][CH2:18][CH:17]([O:20][C:21]2[CH:26]=[CH:25][C:24]([C:27]3[CH:32]=[CH:31][CH:30]=[C:29]([NH2:33])[N:28]=3)=[C:23]([O:34][CH3:35])[CH:22]=2)[CH2:16][CH2:15]1)=O)(C)(C)C.C(OC(N1CCC(OC2C=CC(C3C=CC=C(N)N=3)=C(OC)C=2)C1)=O)(C)(C)C, predict the reaction product. The product is: [CH3:35][O:34][C:23]1[CH:22]=[C:21]([O:20][CH:17]2[CH2:18][CH2:19][N:14]([CH3:12])[CH2:15][CH2:16]2)[CH:26]=[CH:25][C:24]=1[C:27]1[N:28]=[C:29]([NH2:33])[CH:30]=[CH:31][CH:32]=1. (7) Given the reactants O[NH:2][C:3]1[N:8]=[CH:7][C:6]([C:9]2[CH:31]=[CH:30][C:12]([C:13]([NH:15][CH2:16][C:17]3[CH:22]=[N:21][C:20]([CH3:23])=[C:19]4[O:24][C:25]([CH3:29])([CH3:28])[O:26][CH2:27][C:18]=34)=[O:14])=[CH:11][CH:10]=2)=[CH:5][CH:4]=1, predict the reaction product. The product is: [NH2:2][C:3]1[N:8]=[CH:7][C:6]([C:9]2[CH:31]=[CH:30][C:12]([C:13]([NH:15][CH2:16][C:17]3[CH:22]=[N:21][C:20]([CH3:23])=[C:19]4[O:24][C:25]([CH3:28])([CH3:29])[O:26][CH2:27][C:18]=34)=[O:14])=[CH:11][CH:10]=2)=[CH:5][CH:4]=1.